From a dataset of Full USPTO retrosynthesis dataset with 1.9M reactions from patents (1976-2016). Predict the reactants needed to synthesize the given product. (1) Given the product [CH3:32][N:21]([CH:22]1[CH2:27][C:26]([CH3:29])([CH3:28])[NH:25][C:24]([CH3:31])([CH3:30])[CH2:23]1)[C:18]1[N:19]=[N:20][C:15]([C:4]2[CH:5]=[CH:6][C:7]([C:9]3[O:10][C:11]([CH3:14])=[CH:12][N:13]=3)=[CH:8][C:3]=2[OH:2])=[CH:16][CH:17]=1, predict the reactants needed to synthesize it. The reactants are: C[O:2][C:3]1[CH:8]=[C:7]([C:9]2[O:10][C:11]([CH3:14])=[CH:12][N:13]=2)[CH:6]=[CH:5][C:4]=1[C:15]1[N:20]=[N:19][C:18]([N:21]([CH3:32])[CH:22]2[CH2:27][C:26]([CH3:29])([CH3:28])[NH:25][C:24]([CH3:31])([CH3:30])[CH2:23]2)=[CH:17][CH:16]=1.[Li+].[I-]. (2) Given the product [I-:1].[CH2:2]([N+:16]1[C:17]2[C:22](=[CH:21][CH:20]=[CH:19][CH:18]=2)[C:13]([NH2:12])=[CH:14][C:15]=1[CH3:23])[CH2:3][CH2:4][CH2:5][CH2:6][CH2:7][CH2:8][CH2:9][CH2:10][CH3:11], predict the reactants needed to synthesize it. The reactants are: [I:1][CH2:2][CH2:3][CH2:4][CH2:5][CH2:6][CH2:7][CH2:8][CH2:9][CH2:10][CH3:11].[NH2:12][C:13]1[C:22]2[C:17](=[CH:18][CH:19]=[CH:20][CH:21]=2)[N:16]=[C:15]([CH3:23])[CH:14]=1. (3) Given the product [O:24]=[C:21]1[N:20]([CH2:33][CH2:34][CH2:35][CH2:36][CH2:37][CH2:38][CH2:39][CH2:40][C:41]([O:43][CH2:44][CH3:45])=[O:42])[C:10]2=[N:11][C:12]([C:13]3[CH:18]=[CH:17][C:16]([CH3:19])=[CH:15][CH:14]=3)=[C:7]([C:4]3[CH:3]=[CH:2][C:1]([CH3:25])=[CH:6][CH:5]=3)[N:8]=[C:9]2[CH2:23][CH2:22]1, predict the reactants needed to synthesize it. The reactants are: [C:1]1([CH3:25])[CH:6]=[CH:5][C:4]([C:7]2[N:8]=[C:9]3[CH2:23][CH2:22][C:21](=[O:24])[NH:20][C:10]3=[N:11][C:12]=2[C:13]2[CH:18]=[CH:17][C:16]([CH3:19])=[CH:15][CH:14]=2)=[CH:3][CH:2]=1.C(=O)([O-])[O-].[K+].[K+].Br[CH2:33][CH2:34][CH2:35][CH2:36][CH2:37][CH2:38][CH2:39][CH2:40][C:41]([O:43][CH2:44][CH3:45])=[O:42]. (4) Given the product [CH3:10][N:11]([CH3:12])/[CH:13]=[C:7](/[C:4]1[S:5][CH:6]=[C:2]([CH3:1])[N:3]=1)\[C:8]#[N:9], predict the reactants needed to synthesize it. The reactants are: [CH3:1][C:2]1[N:3]=[C:4]([CH2:7][C:8]#[N:9])[S:5][CH:6]=1.[CH3:10][N:11]([CH:13](OC)OC)[CH3:12].CO. (5) Given the product [O:44]=[C:39]1[CH2:40][CH2:41][C:42](=[O:43])[N:38]1[O:15][C:14]([C:13]1[CH:12]=[C:11]2[C:7]([CH:8]=[N:9][N:10]2[CH2:17][CH:18]([CH3:20])[CH3:19])=[CH:6][C:5]=1[O:4][C:3]1[CH:21]=[CH:22][C:23]([F:25])=[CH:24][C:2]=1[F:1])=[O:16], predict the reactants needed to synthesize it. The reactants are: [F:1][C:2]1[CH:24]=[C:23]([F:25])[CH:22]=[CH:21][C:3]=1[O:4][C:5]1[CH:6]=[C:7]2[C:11](=[CH:12][C:13]=1[C:14]([OH:16])=[O:15])[N:10]([CH2:17][CH:18]([CH3:20])[CH3:19])[N:9]=[CH:8]2.CCN=C=NCCCN(C)C.O[N:38]1[C:42](=[O:43])[CH2:41][CH2:40][C:39]1=[O:44]. (6) Given the product [F:1][C:2]1[C:3]2[CH:13]=[C:12]([C:14]3[CH:19]=[CH:18][CH:17]=[CH:16][CH:15]=3)[CH:11]=[CH:10][C:4]=2[S:5][C:6]=1[C:7]([Cl:26])=[O:8], predict the reactants needed to synthesize it. The reactants are: [F:1][C:2]1[C:3]2[CH:13]=[C:12]([C:14]3[CH:19]=[CH:18][CH:17]=[CH:16][CH:15]=3)[CH:11]=[CH:10][C:4]=2[S:5][C:6]=1[C:7](O)=[O:8].CN(C=O)C.C(Cl)[Cl:26]. (7) Given the product [CH2:1]([O:3][C:4]([C:6]1[C:7](=[O:20])[N:8]([C:14]2[CH:19]=[CH:18][CH:17]=[CH:16][CH:15]=2)[C:9]([CH2:12][S:34][CH2:31][CH2:32][CH3:33])=[CH:10][CH:11]=1)=[O:5])[CH3:2], predict the reactants needed to synthesize it. The reactants are: [CH2:1]([O:3][C:4]([C:6]1[C:7](=[O:20])[N:8]([C:14]2[CH:19]=[CH:18][CH:17]=[CH:16][CH:15]=2)[C:9]([CH2:12]O)=[CH:10][CH:11]=1)=[O:5])[CH3:2].P(Br)(Br)Br.C(=O)([O-])[O-].[K+].[K+].[CH2:31]([SH:34])[CH2:32][CH3:33].